Dataset: Catalyst prediction with 721,799 reactions and 888 catalyst types from USPTO. Task: Predict which catalyst facilitates the given reaction. (1) Reactant: ClC1N=C(Cl)N=[C:4]([Cl:9])N=1.CN(C=O)C.[CH3:15][O:16][C:17]1[CH:18]=[C:19]([S:26][CH2:27]CO)[CH:20]=[C:21]([N+:23]([O-:25])=[O:24])[CH:22]=1. Product: [Cl:9][CH2:4][CH2:27][S:26][C:19]1[CH:20]=[C:21]([N+:23]([O-:25])=[O:24])[CH:22]=[C:17]([O:16][CH3:15])[CH:18]=1. The catalyst class is: 91. (2) Reactant: [H-].[Na+].CN(C)C=O.[Cl:8][C:9]1[N:10]=[C:11]([N:19]2[CH2:23][CH2:22][C@H:21]([NH:24][C:25](=[O:31])[O:26][C:27]([CH3:30])([CH3:29])[CH3:28])[CH2:20]2)[C:12]2[N:18]=[CH:17][CH:16]=[CH:15][C:13]=2[N:14]=1.Br[CH2:33][CH2:34][CH3:35]. Product: [Cl:8][C:9]1[N:10]=[C:11]([N:19]2[CH2:23][CH2:22][C@H:21]([N:24]([CH2:33][CH2:34][CH3:35])[C:25](=[O:31])[O:26][C:27]([CH3:28])([CH3:30])[CH3:29])[CH2:20]2)[C:12]2[N:18]=[CH:17][CH:16]=[CH:15][C:13]=2[N:14]=1. The catalyst class is: 6. (3) Reactant: [F:1][C:2]([F:21])([F:20])[C:3]1[N:8]=[CH:7][C:6]([CH:9]2[CH2:14][CH:13](CS([O-])(=O)=O)[CH2:12][CH2:11][O:10]2)=[CH:5][N:4]=1.C([O-])([O-])=O.[K+].[K+].[F:28][C:29]([F:38])([F:37])[C:30]1[CH:31]=[C:32]([SH:36])[CH:33]=[CH:34][CH:35]=1. Product: [F:21][C:2]([F:1])([F:20])[C:3]1[N:4]=[CH:5][C:6]([CH:9]2[CH2:14][CH:13]([S:36][C:32]3[CH:33]=[CH:34][CH:35]=[C:30]([C:29]([F:28])([F:37])[F:38])[CH:31]=3)[CH2:12][CH2:11][O:10]2)=[CH:7][N:8]=1. The catalyst class is: 3. (4) Reactant: [CH3:1][O:2][C:3]([CH:5](P(OC)(OC)=O)[NH:6][C:7]([O:9][CH2:10][C:11]1[CH:16]=[CH:15][CH:14]=[CH:13][CH:12]=1)=[O:8])=[O:4].[CH3:23][C:24]1[CH:25]=[C:26]([CH:29]=O)[S:27][CH:28]=1.C1CCN2C(=NCCC2)CC1. Product: [CH2:10]([O:9][C:7]([NH:6]/[C:5](=[CH:29]\[C:26]1[S:27][CH:28]=[C:24]([CH3:23])[CH:25]=1)/[C:3]([O:2][CH3:1])=[O:4])=[O:8])[C:11]1[CH:12]=[CH:13][CH:14]=[CH:15][CH:16]=1. The catalyst class is: 4. (5) Reactant: C(OC[O:10][CH2:11][C@@H:12]([CH3:27])[CH2:13][CH2:14][CH2:15][C:16]([CH3:26])([CH3:25])[O:17][Si:18]([C:21]([CH3:24])([CH3:23])[CH3:22])([CH3:20])[CH3:19])C1C=CC=CC=1.[H][H]. Product: [Si:18]([O:17][C:16]([CH3:25])([CH3:26])[CH2:15][CH2:14][CH2:13][C@H:12]([CH3:27])[CH2:11][OH:10])([C:21]([CH3:24])([CH3:23])[CH3:22])([CH3:20])[CH3:19]. The catalyst class is: 78. (6) Reactant: [F:1][C:2]1[CH:3]=[C:4]([S:9](Cl)(=[O:11])=[O:10])[CH:5]=[CH:6][C:7]=1[F:8].Cl.[NH:14]1[CH2:17][CH2:16][CH2:15]1.C(N(CC)CC)C.O. Product: [F:1][C:2]1[CH:3]=[C:4]([S:9]([N:14]2[CH2:17][CH2:16][CH2:15]2)(=[O:11])=[O:10])[CH:5]=[CH:6][C:7]=1[F:8]. The catalyst class is: 4. (7) Reactant: [C:1]12([C:11]3[CH:12]=[C:13]([C:25]4[N:30]=[CH:29][C:28]([N+:31]([O-])=O)=[CH:27][N:26]=4)[CH:14]=[CH:15][C:16]=3[O:17][CH2:18][C:19]3[CH:24]=[CH:23][CH:22]=[CH:21][CH:20]=3)[CH2:10][CH:5]3[CH2:6][CH:7]([CH2:9][CH:3]([CH2:4]3)[CH2:2]1)[CH2:8]2.O.O.Cl[Sn]Cl.[OH-].[Na+].C([O-])(O)=O.[Na+]. The catalyst class is: 88. Product: [NH2:31][C:28]1[CH:27]=[N:26][C:25]([C:13]2[CH:14]=[CH:15][C:16]([O:17][CH2:18][C:19]3[CH:24]=[CH:23][CH:22]=[CH:21][CH:20]=3)=[C:11]([C:1]34[CH2:2][CH:3]5[CH2:9][CH:7]([CH2:6][CH:5]([CH2:4]5)[CH2:10]3)[CH2:8]4)[CH:12]=2)=[N:30][CH:29]=1. (8) Reactant: FC(F)(F)C(O)=O.C(OC(=O)[NH:14][C:15]1[CH:16]=[N:17][C:18]2[C:23]([CH:24]=1)=[N:22][C:21]([O:25][CH3:26])=[CH:20][CH:19]=2)(C)(C)C. Product: [NH2:14][C:15]1[CH:16]=[N:17][C:18]2[C:23]([CH:24]=1)=[N:22][C:21]([O:25][CH3:26])=[CH:20][CH:19]=2. The catalyst class is: 4. (9) Reactant: [H-].[Na+].[CH3:3][C:4]1([CH3:11])[NH:8][C:7](=[O:9])[NH:6][C:5]1=[O:10].[Br:12][CH2:13][CH2:14][N+:15]([CH3:18])([CH3:17])[CH3:16]. Product: [Br-:12].[CH3:3][C:4]1([CH3:11])[C:5](=[O:10])[N:6]([CH2:13][CH2:14][N+:15]([CH3:18])([CH3:17])[CH3:16])[C:7](=[O:9])[NH:8]1. The catalyst class is: 3.